Dataset: NCI-60 drug combinations with 297,098 pairs across 59 cell lines. Task: Regression. Given two drug SMILES strings and cell line genomic features, predict the synergy score measuring deviation from expected non-interaction effect. (1) Drug 1: CCCS(=O)(=O)NC1=C(C(=C(C=C1)F)C(=O)C2=CNC3=C2C=C(C=N3)C4=CC=C(C=C4)Cl)F. Drug 2: CCCCCOC(=O)NC1=NC(=O)N(C=C1F)C2C(C(C(O2)C)O)O. Cell line: NCI/ADR-RES. Synergy scores: CSS=0.506, Synergy_ZIP=1.44, Synergy_Bliss=1.45, Synergy_Loewe=0.375, Synergy_HSA=0.0238. (2) Drug 1: CN(CC1=CN=C2C(=N1)C(=NC(=N2)N)N)C3=CC=C(C=C3)C(=O)NC(CCC(=O)O)C(=O)O. Drug 2: C1CC(=O)NC(=O)C1N2C(=O)C3=CC=CC=C3C2=O. Cell line: NCI-H226. Synergy scores: CSS=3.37, Synergy_ZIP=-5.72, Synergy_Bliss=-3.35, Synergy_Loewe=-25.9, Synergy_HSA=-4.26. (3) Synergy scores: CSS=13.3, Synergy_ZIP=-13.9, Synergy_Bliss=-29.1, Synergy_Loewe=-36.8, Synergy_HSA=-26.2. Drug 1: C1=C(C(=O)NC(=O)N1)F. Drug 2: CC12CCC3C(C1CCC2OP(=O)(O)O)CCC4=C3C=CC(=C4)OC(=O)N(CCCl)CCCl.[Na+]. Cell line: KM12. (4) Cell line: RXF 393. Drug 1: CCCS(=O)(=O)NC1=C(C(=C(C=C1)F)C(=O)C2=CNC3=C2C=C(C=N3)C4=CC=C(C=C4)Cl)F. Drug 2: CC(CN1CC(=O)NC(=O)C1)N2CC(=O)NC(=O)C2. Synergy scores: CSS=23.1, Synergy_ZIP=-5.27, Synergy_Bliss=2.58, Synergy_Loewe=4.70, Synergy_HSA=4.82. (5) Drug 1: CC12CCC3C(C1CCC2=O)CC(=C)C4=CC(=O)C=CC34C. Drug 2: C1=CC(=CC=C1C#N)C(C2=CC=C(C=C2)C#N)N3C=NC=N3. Cell line: SNB-75. Synergy scores: CSS=19.4, Synergy_ZIP=-8.91, Synergy_Bliss=-0.171, Synergy_Loewe=1.53, Synergy_HSA=1.24. (6) Drug 1: CCC1(CC2CC(C3=C(CCN(C2)C1)C4=CC=CC=C4N3)(C5=C(C=C6C(=C5)C78CCN9C7C(C=CC9)(C(C(C8N6C=O)(C(=O)OC)O)OC(=O)C)CC)OC)C(=O)OC)O.OS(=O)(=O)O. Drug 2: CN1C2=C(C=C(C=C2)N(CCCl)CCCl)N=C1CCCC(=O)O.Cl. Cell line: CCRF-CEM. Synergy scores: CSS=-2.96, Synergy_ZIP=-0.0723, Synergy_Bliss=-2.49, Synergy_Loewe=-3.01, Synergy_HSA=-3.18.